From a dataset of Full USPTO retrosynthesis dataset with 1.9M reactions from patents (1976-2016). Predict the reactants needed to synthesize the given product. (1) Given the product [OH:13][CH2:14][C@@H:15]1[CH2:16][N:17]([CH3:21])[CH2:18][CH2:19][N:20]1[C:2]1[NH:3][C:4](=[O:12])[C:5]2[C:10]([CH:11]=1)=[CH:9][CH:8]=[CH:7][CH:6]=2, predict the reactants needed to synthesize it. The reactants are: Cl[C:2]1[NH:3][C:4](=[O:12])[C:5]2[C:10]([CH:11]=1)=[CH:9][CH:8]=[CH:7][CH:6]=2.[OH:13][CH2:14][C@H:15]1[NH:20][CH2:19][CH2:18][N:17]([CH3:21])[CH2:16]1. (2) Given the product [Cl:12][C:13]1[CH:18]=[CH:17][CH:16]=[C:15]([Cl:19])[C:14]=1[N:20]1[CH:31]=[CH:30][C:23]2[N:24]=[C:25]([NH:42][C:43]3[CH:48]=[CH:47][C:46]([N:49]4[CH2:54][CH2:53][N:52]([C:55]([O:57][C:58]([CH3:59])([CH3:60])[CH3:61])=[O:56])[CH2:51][CH2:50]4)=[C:45]([O:62][CH3:63])[CH:44]=3)[N:26]=[CH:27][C:22]=2[C:21]1=[O:32], predict the reactants needed to synthesize it. The reactants are: C1C=C(Cl)C=C(C(OO)=O)C=1.[Cl:12][C:13]1[CH:18]=[CH:17][CH:16]=[C:15]([Cl:19])[C:14]=1[N:20]1[CH:31]=[CH:30][C:23]2[N:24]=[C:25](SC)[N:26]=[CH:27][C:22]=2[C:21]1=[O:32].CCN(C(C)C)C(C)C.[NH2:42][C:43]1[CH:48]=[CH:47][C:46]([N:49]2[CH2:54][CH2:53][N:52]([C:55]([O:57][C:58]([CH3:61])([CH3:60])[CH3:59])=[O:56])[CH2:51][CH2:50]2)=[C:45]([O:62][CH3:63])[CH:44]=1. (3) Given the product [CH3:1][O:2][C:3](=[O:14])[C:4]1[CH:9]=[CH:8][C:7]([NH:29][CH:24]2[CH2:25][CH2:26][CH2:27][CH2:28][CH:23]2[CH2:21][CH3:22])=[C:6]([N+:11]([O-:13])=[O:12])[CH:5]=1, predict the reactants needed to synthesize it. The reactants are: [CH3:1][O:2][C:3](=[O:14])[C:4]1[CH:9]=[CH:8][C:7](F)=[C:6]([N+:11]([O-:13])=[O:12])[CH:5]=1.C(=O)([O-])[O-].[K+].[K+].[CH2:21]([CH:23]1[CH2:28][CH2:27][CH2:26][CH2:25][CH:24]1[NH2:29])[CH3:22].Cl. (4) The reactants are: [O:1]1[CH2:6][CH2:5][CH:4]([CH2:7][OH:8])[CH2:3][CH2:2]1.[H-].[Na+].Br[C:12]([CH3:26])([CH3:25])[C:13]([NH:15][C:16]1[O:20][N:19]=[C:18]([C:21]([CH3:24])([CH3:23])[CH3:22])[CH:17]=1)=[O:14]. Given the product [C:21]([C:18]1[CH:17]=[C:16]([NH:15][C:13](=[O:14])[C:12]([CH3:25])([O:8][CH2:7][CH:4]2[CH2:5][CH2:6][O:1][CH2:2][CH2:3]2)[CH3:26])[O:20][N:19]=1)([CH3:24])([CH3:23])[CH3:22], predict the reactants needed to synthesize it. (5) Given the product [CH3:53][O:52][CH2:51][C:50]#[C:49][C:47]1[CH:48]=[C:43]([C:22]2[CH:21]=[C:20]3[C:25](=[CH:24][CH:23]=2)[O:26][CH2:27][C:28]2([CH2:31][O:30][CH2:29]2)[C:19]23[CH2:18][O:17][C:16]([N:8]([C:6]([O:5][C:1]([CH3:3])([CH3:4])[CH3:2])=[O:7])[C:9]([O:11][C:12]([CH3:15])([CH3:13])[CH3:14])=[O:10])=[N:41]2)[CH:44]=[N:45][CH:46]=1, predict the reactants needed to synthesize it. The reactants are: [C:1]([O:5][C:6]([N:8]([C:16]1[O:17][CH2:18][C:19]2([N:41]=1)[C:28]1([CH2:31][O:30][CH2:29]1)[CH2:27][O:26][C:25]1[C:20]2=[CH:21][C:22](B2OC(C)(C)C(C)(C)O2)=[CH:23][CH:24]=1)[C:9]([O:11][C:12]([CH3:15])([CH3:14])[CH3:13])=[O:10])=[O:7])([CH3:4])([CH3:3])[CH3:2].Br[C:43]1[CH:44]=[N:45][CH:46]=[C:47]([C:49]#[C:50][CH2:51][O:52][CH3:53])[CH:48]=1.C([O-])([O-])=O.[Na+].[Na+].O1CCOCC1. (6) Given the product [CH3:18][N:2]([CH3:1])[C:3]1[N:8]=[C:7]([S:9][CH2:10][CH2:11][CH3:12])[C:6]([C:13]([OH:15])=[O:14])=[CH:5][N:4]=1, predict the reactants needed to synthesize it. The reactants are: [CH3:1][N:2]([CH3:18])[C:3]1[N:8]=[C:7]([S:9][CH2:10][CH2:11][CH3:12])[C:6]([C:13]([O:15]CC)=[O:14])=[CH:5][N:4]=1.C(SC1N=C(SCCC)C(C(O)=O)=CN=1)CC. (7) Given the product [NH2:1][C:2]1[C:3]([C:8]([NH:18][CH2:17][CH:14]2[CH2:15][CH2:16][O:11][CH2:12][CH2:13]2)=[O:10])=[N:4][CH:5]=[CH:6][CH:7]=1, predict the reactants needed to synthesize it. The reactants are: [NH2:1][C:2]1[C:3]([C:8]([OH:10])=O)=[N:4][CH:5]=[CH:6][CH:7]=1.[O:11]1[CH2:16][CH2:15][CH:14]([CH2:17][NH2:18])[CH2:13][CH2:12]1.